Dataset: Acute oral toxicity (LD50) regression data from Zhu et al.. Task: Regression/Classification. Given a drug SMILES string, predict its toxicity properties. Task type varies by dataset: regression for continuous values (e.g., LD50, hERG inhibition percentage) or binary classification for toxic/non-toxic outcomes (e.g., AMES mutagenicity, cardiotoxicity, hepatotoxicity). Dataset: ld50_zhu. (1) The compound is O=C1NCCCN1Cc1ccc(Cl)c(Cl)c1. The rat oral LD50 is 2.50, given as -log10 of the dose in mol/kg body weight (higher means more acutely toxic). (2) The compound is CC1=CC=C(C(C)C)CC1. The rat oral LD50 is 1.91, given as -log10 of the dose in mol/kg body weight (higher means more acutely toxic). (3) The drug is CSc1nnc(C2(C)CC2(Cl)Cl)c(=O)n1N. The rat oral LD50 is 2.37, given as -log10 of the dose in mol/kg body weight (higher means more acutely toxic). (4) The compound is CN(C)CCN(Cc1ccc(Cl)cc1)c1ccccn1. The rat oral LD50 is 2.50, given as -log10 of the dose in mol/kg body weight (higher means more acutely toxic).